Regression/Classification. Given a drug SMILES string, predict its absorption, distribution, metabolism, or excretion properties. Task type varies by dataset: regression for continuous measurements (e.g., permeability, clearance, half-life) or binary classification for categorical outcomes (e.g., BBB penetration, CYP inhibition). Dataset: cyp3a4_veith. From a dataset of CYP3A4 inhibition data for predicting drug metabolism from PubChem BioAssay. (1) The compound is COc1ccc(C(=O)n2nc(-c3ccccc3)nc2SC)cc1. The result is 0 (non-inhibitor). (2) The compound is CCNc1ncc2nc(-c3ccc(Cl)cc3)c(=O)n(-c3ccc(OC)cc3)c2n1. The result is 0 (non-inhibitor). (3) The compound is CN1CCN(c2nc3cc(C(F)(F)F)ccc3n3cccc23)CC1. The result is 0 (non-inhibitor).